From a dataset of Forward reaction prediction with 1.9M reactions from USPTO patents (1976-2016). Predict the product of the given reaction. (1) Given the reactants F[C:2]1[C:3]([O:12][C:13]2[CH:14]=[N:15][C:16]([S:19]([CH3:22])(=[O:21])=[O:20])=[CH:17][CH:18]=2)=[CH:4][C:5]([N+:9]([O-])=O)=[C:6]([NH2:8])[CH:7]=1.[Cl:23][C:24]1[CH:29]=[CH:28][CH:27]=[CH:26][C:25]=1[OH:30], predict the reaction product. The product is: [Cl:23][C:24]1[CH:29]=[CH:28][CH:27]=[CH:26][C:25]=1[O:30][C:2]1[CH:7]=[C:6]([NH2:8])[C:5]([NH2:9])=[CH:4][C:3]=1[O:12][C:13]1[CH:14]=[N:15][C:16]([S:19]([CH3:22])(=[O:21])=[O:20])=[CH:17][CH:18]=1. (2) Given the reactants C([O-])(=O)C.[Bi+3:5].C([O-])(=O)C.C([O-])(=O)C.[C:14]([OH:22])(=[O:21])[C:15]1[CH:20]=[CH:19][CH:18]=[CH:17][CH:16]=1, predict the reaction product. The product is: [C:14]([O-:22])(=[O:21])[C:15]1[CH:20]=[CH:19][CH:18]=[CH:17][CH:16]=1.[Bi+3:5].[C:14]([O-:22])(=[O:21])[C:15]1[CH:20]=[CH:19][CH:18]=[CH:17][CH:16]=1.[C:14]([O-:22])(=[O:21])[C:15]1[CH:20]=[CH:19][CH:18]=[CH:17][CH:16]=1.